Task: Predict the reaction yield, written as a fraction of the theoretical maximum amount of product (1.0 means a 100% yield; for example, 0.34 means a 34% yield).. Dataset: Reaction yield outcomes from USPTO patents with 853,638 reactions (1) The reactants are [F:1][C:2]1[CH:3]=[C:4]2[C:8](=[CH:9][CH:10]=1)[NH:7][C:6](=[O:11])[CH2:5]2.C[Si]([N-][Si](C)(C)C)(C)C.[Li+].[CH2:22]([CH:24]1[C:32]2[CH:31]=[C:30]([C:33]([F:36])([F:35])[F:34])[N:29]=[CH:28][C:27]=2[C:26](=O)[O:25]1)[CH3:23].Cl. The catalyst is C1COCC1. The product is [CH2:22]([CH:24]1[C:32]2[CH:31]=[C:30]([C:33]([F:36])([F:35])[F:34])[N:29]=[CH:28][C:27]=2[C:26](=[C:5]2[C:4]3[C:8](=[CH:9][CH:10]=[C:2]([F:1])[CH:3]=3)[NH:7][C:6]2=[O:11])[O:25]1)[CH3:23]. The yield is 0.190. (2) The reactants are C1([C:7]2[CH:16]=[C:15]([C:17](O)=[O:18])[C:14]3[C:9](=[CH:10][CH:11]=[CH:12][CH:13]=3)[N:8]=2)C=CC=CC=1.C[NH:21][CH2:22][C:23]1[CH:28]=[CH:27][CH:26]=[CH:25][CH:24]=1.[CH3:29]CN(C(C)C)C(C)C.CN(C(ON1N=N[C:48]2[CH:49]=[CH:50][CH:51]=[CH:52][C:47]1=2)=[N+](C)C)C.F[P-](F)(F)(F)(F)F. The catalyst is C(Cl)Cl. The product is [C:23]1([C@@H:22]([NH:21][C:17]([C:15]2[C:14]3[C:13](=[CH:12][CH:11]=[CH:10][CH:9]=3)[N:8]=[C:7]([C:47]3[CH:52]=[CH:51][CH:50]=[CH:49][CH:48]=3)[CH:16]=2)=[O:18])[CH3:29])[CH:28]=[CH:27][CH:26]=[CH:25][CH:24]=1. The yield is 0.940.